Dataset: Reaction yield outcomes from USPTO patents with 853,638 reactions. Task: Predict the reaction yield, written as a fraction of the theoretical maximum amount of product (1.0 means a 100% yield; for example, 0.34 means a 34% yield). (1) The reactants are Cl[C:2]1[C:7]([C:8](=[O:10])[CH3:9])=[CH:6][CH:5]=[CH:4][N:3]=1.O1CCOCC1.CC1(C)[C@]2(CS(O)(=O)=O)C(C[C@H]1CC2)=O.[NH2:32][C:33]1[CH:38]=[CH:37][CH:36]=[CH:35][CH:34]=1. The catalyst is C(OCC)(=O)C. The product is [C:33]1([NH:32][C:2]2[C:7]([C:8](=[O:10])[CH3:9])=[CH:6][CH:5]=[CH:4][N:3]=2)[CH:38]=[CH:37][CH:36]=[CH:35][CH:34]=1. The yield is 0.360. (2) The reactants are [CH3:1][N:2]([CH3:35])[C:3]([C:5]1[O:6][C:7]2[CH:14]=[CH:13][C:12]([C:15]([C:20]3[CH:25]=[CH:24][C:23]([O:26][CH2:27][C:28](=[O:33])[C:29]([CH3:32])([CH3:31])[CH3:30])=[C:22]([CH3:34])[CH:21]=3)([CH2:18][CH3:19])[CH2:16][CH3:17])=[CH:11][C:8]=2[C:9]=1[CH3:10])=[O:4].[BH4-].[Na+]. No catalyst specified. The product is [CH3:35][N:2]([CH3:1])[C:3]([C:5]1[O:6][C:7]2[CH:14]=[CH:13][C:12]([C:15]([CH2:16][CH3:17])([C:20]3[CH:25]=[CH:24][C:23]([O:26][CH2:27][CH:28]([OH:33])[C:29]([CH3:31])([CH3:32])[CH3:30])=[C:22]([CH3:34])[CH:21]=3)[CH2:18][CH3:19])=[CH:11][C:8]=2[C:9]=1[CH3:10])=[O:4]. The yield is 1.00. (3) The yield is 0.883. The product is [F:1][C:2]1[CH:10]=[C:9]2[C:5]([CH:6]=[N:7][NH:8]2)=[CH:4][C:3]=1[C:17]1[CH:18]=[C:19]([CH2:23][N:24]([CH3:26])[CH3:25])[CH:20]=[N:21][CH:22]=1. The reactants are [F:1][C:2]1[CH:10]=[C:9]2[C:5]([CH:6]=[N:7][N:8]2C2CCCCO2)=[CH:4][C:3]=1[C:17]1[CH:18]=[C:19]([CH2:23][N:24]([CH3:26])[CH3:25])[CH:20]=[N:21][CH:22]=1.[SiH](CC)(CC)CC.C(O)(C(F)(F)F)=O. The catalyst is C(Cl)Cl. (4) The reactants are [CH3:1][O:2][C:3]1[CH:8]=[C:7]([N:9]2[CH2:14][CH2:13][N:12]([CH3:15])[CH2:11][CH2:10]2)[CH:6]=[CH:5][C:4]=1[NH:16][C:17]1[N:22]=[C:21]([O:23][C:24]2[CH:29]=[CH:28][CH:27]=[C:26]([N+:30]([O-])=O)[CH:25]=2)[N:20]2[N:33]=[CH:34][CH:35]=[C:19]2[N:18]=1. The catalyst is C(O)C. The product is [NH2:30][C:26]1[CH:25]=[C:24]([CH:29]=[CH:28][CH:27]=1)[O:23][C:21]1[N:20]2[N:33]=[CH:34][CH:35]=[C:19]2[N:18]=[C:17]([NH:16][C:4]2[CH:5]=[CH:6][C:7]([N:9]3[CH2:10][CH2:11][N:12]([CH3:15])[CH2:13][CH2:14]3)=[CH:8][C:3]=2[O:2][CH3:1])[N:22]=1. The yield is 0.800. (5) The catalyst is O1CCOCC1. The reactants are FC(F)(F)S(O[C:7]1[CH2:8][CH2:9][N:10]([C:13]([O:15][C:16]([CH3:19])([CH3:18])[CH3:17])=[O:14])[CH2:11][CH:12]=1)(=O)=O.[B:22]1([B:22]2[O:26][C:25]([CH3:28])([CH3:27])[C:24]([CH3:30])([CH3:29])[O:23]2)[O:26][C:25]([CH3:28])([CH3:27])[C:24]([CH3:30])([CH3:29])[O:23]1.C([O-])(=O)C.[K+]. The product is [C:16]([O:15][C:13]([N:10]1[CH2:11][CH:12]=[C:7]([B:22]2[O:26][C:25]([CH3:28])([CH3:27])[C:24]([CH3:30])([CH3:29])[O:23]2)[CH2:8][CH2:9]1)=[O:14])([CH3:19])([CH3:18])[CH3:17]. The yield is 0.510. (6) The reactants are Cl.[CH3:2][N:3]([CH3:10])[C:4]([NH:6][C:7](=[NH:9])[NH2:8])=[NH:5].O. The catalyst is [OH-].[Na+].C(O)C. The product is [CH3:2][N:3]([C:4]([NH:6][C:7]([NH2:9])=[NH:8])=[NH:5])[CH3:10]. The yield is 1.02. (7) The reactants are [N:1]1[CH:6]=[CH:5][C:4]([C:7](=[O:9])[CH3:8])=[CH:3][CH:2]=1.[Br:10]Br. The catalyst is C(Cl)(Cl)(Cl)Cl. The product is [BrH:10].[Br:10][CH2:8][C:7]([C:4]1[CH:5]=[CH:6][N:1]=[CH:2][CH:3]=1)=[O:9]. The yield is 0.940.